From a dataset of Full USPTO retrosynthesis dataset with 1.9M reactions from patents (1976-2016). Predict the reactants needed to synthesize the given product. (1) The reactants are: [CH:1]1([C:4]2[CH:5]=[CH:6][C:7]([N+:23]([O-])=O)=[C:8]([NH:10][CH:11]3[CH2:16][CH2:15][N:14]([CH:17]4[CH2:22][CH2:21][O:20][CH2:19][CH2:18]4)[CH2:13][CH2:12]3)[CH:9]=2)[CH2:3][CH2:2]1.[Sn](Cl)Cl.Cl. Given the product [CH:1]1([C:4]2[CH:9]=[C:8]([NH:10][CH:11]3[CH2:16][CH2:15][N:14]([CH:17]4[CH2:22][CH2:21][O:20][CH2:19][CH2:18]4)[CH2:13][CH2:12]3)[C:7]([NH2:23])=[CH:6][CH:5]=2)[CH2:2][CH2:3]1, predict the reactants needed to synthesize it. (2) Given the product [CH3:1][N:2]1[CH:7]2[CH2:8][CH:9]([O:11][C:14](=[O:13])[C:15]([OH:26])([C:16]3[S:17][CH:18]=[CH:19][CH:20]=3)[C:21]3[S:22][CH:23]=[CH:24][CH:25]=3)[CH2:10][CH:3]1[CH:4]1[CH:6]2[O:5]1, predict the reactants needed to synthesize it. The reactants are: [CH3:1][N:2]1[CH:7]2[CH2:8][CH:9]([OH:11])[CH2:10][CH:3]1[CH:4]1[CH:6]2[O:5]1.C[O:13][C:14](=O)[C:15]([OH:26])([C:21]1[S:22][CH:23]=[CH:24][CH:25]=1)[C:16]1[S:17][CH:18]=[CH:19][CH:20]=1.[H-].[Na+].O. (3) Given the product [CH2:1]([O:8][C:9]([N:11]1[CH:15]([C:16](=[O:17])[NH:59][C:60]2[S:61][CH:62]=[C:63]([C:65]3[CH:66]=[CH:67][C:68]([C:69](=[O:70])[NH:71][CH:72]4[CH2:74][CH2:73]4)=[CH:75][CH:76]=3)[N:64]=2)[CH2:14][S:13][C@@H:12]1[C:19]1[CH:24]=[CH:23][CH:22]=[C:21]([F:25])[CH:20]=1)=[O:10])[C:2]1[CH:7]=[CH:6][CH:5]=[CH:4][CH:3]=1, predict the reactants needed to synthesize it. The reactants are: [CH2:1]([O:8][C:9]([N:11]1[CH:15]([C:16](O)=[O:17])[CH2:14][S:13][C@@H:12]1[C:19]1[CH:24]=[CH:23][CH:22]=[C:21]([F:25])[CH:20]=1)=[O:10])[C:2]1[CH:7]=[CH:6][CH:5]=[CH:4][CH:3]=1.CCN(C(C)C)C(C)C.CN(C(ON1N=NC2C=CC=NC1=2)=[N+](C)C)C.F[P-](F)(F)(F)(F)F.[NH2:59][C:60]1[S:61][CH:62]=[C:63]([C:65]2[CH:76]=[CH:75][C:68]([C:69]([NH:71][CH:72]3[CH2:74][CH2:73]3)=[O:70])=[CH:67][CH:66]=2)[N:64]=1. (4) Given the product [CH2:1]1[C:10]2[C:5](=[CH:6][CH:7]=[CH:8][CH:9]=2)[CH2:4][CH2:3][N:2]1[CH2:11][CH:12]([OH:34])[CH2:13][NH:14][C:15](=[O:33])[CH2:16][O:17][C:18]1[CH:19]=[C:20]2[C:24](=[CH:25][CH:26]=1)[N:23]([CH:27]1[CH2:32][CH2:31][N:30]([CH3:35])[CH2:29][CH2:28]1)[N:22]=[CH:21]2, predict the reactants needed to synthesize it. The reactants are: [CH2:1]1[C:10]2[C:5](=[CH:6][CH:7]=[CH:8][CH:9]=2)[CH2:4][CH2:3][N:2]1[CH2:11][CH:12]([OH:34])[CH2:13][NH:14][C:15](=[O:33])[CH2:16][O:17][C:18]1[CH:19]=[C:20]2[C:24](=[CH:25][CH:26]=1)[N:23]([CH:27]1[CH2:32][CH2:31][NH:30][CH2:29][CH2:28]1)[N:22]=[CH:21]2.[CH2:35](N(CC)CC)C.C=O.[BH3-]C#N.[Na+]. (5) Given the product [NH2:30][C:2]1([C:26]#[N:27])[CH2:7][CH2:6][N:5]([C:8]2[CH:13]=[CH:12][C:11]([N:14]3[CH2:18][C@H:17]([CH2:19][NH:20][C:21](=[O:23])[CH3:22])[O:16][C:15]3=[O:24])=[CH:10][C:9]=2[F:25])[CH2:4][CH2:3]1, predict the reactants needed to synthesize it. The reactants are: O=[C:2]1[CH2:7][CH2:6][N:5]([C:8]2[CH:13]=[CH:12][C:11]([N:14]3[CH2:18][C@H:17]([CH2:19][NH:20][C:21](=[O:23])[CH3:22])[O:16][C:15]3=[O:24])=[CH:10][C:9]=2[F:25])[CH2:4][CH2:3]1.[C-:26]#[N:27].[K+].[Cl-].[NH4+:30].O. (6) Given the product [C:33]([O:37][C:31](=[O:45])[NH:28][C:10]1[CH:9]=[C:8]([N:5]2[CH2:4][CH2:3][C:2]([F:1])([F:25])[CH2:7][CH2:6]2)[CH:13]=[C:12]([CH2:14][O:15][CH:16]2[CH2:21][CH2:20][CH2:19][CH2:18][O:17]2)[N:11]=1)([CH3:36])([CH3:35])[CH3:34], predict the reactants needed to synthesize it. The reactants are: [F:1][C:2]1([F:25])[CH2:7][CH2:6][N:5]([C:8]2[CH:13]=[C:12]([CH2:14][O:15][CH:16]3[CH2:21][CH2:20][CH2:19][CH2:18][O:17]3)[N:11]=[C:10](C(O)=O)[CH:9]=2)[CH2:4][CH2:3]1.C([N:28]([CH2:31]C)CC)C.[C:33]([OH:37])([CH3:36])([CH3:35])[CH3:34].C1(P(N=[N+]=[N-])(C2C=CC=CC=2)=[O:45])C=CC=CC=1. (7) Given the product [CH:1]1([C:4]2[C:8]([C:13](=[O:12])[CH3:14])=[C:7]([OH:9])[N:6]([CH3:10])[N:5]=2)[CH2:3][CH2:2]1, predict the reactants needed to synthesize it. The reactants are: [CH:1]1([C:4]2[CH2:8][C:7](=[O:9])[N:6]([CH3:10])[N:5]=2)[CH2:3][CH2:2]1.C[O:12][C:13](OC)(OC)[CH3:14]. (8) Given the product [F:26][C:27]([F:32])([F:31])[C:28]([OH:30])=[O:29].[CH3:24][O:23][C:19]1[CH:20]=[C:21]2[C:16](=[CH:17][CH:18]=1)[C:15](=[O:25])[N:14]([CH:11]1[CH2:12][CH2:13][NH:8][CH2:9][CH2:10]1)[CH2:22]2, predict the reactants needed to synthesize it. The reactants are: C(OC([N:8]1[CH2:13][CH2:12][CH:11]([N:14]2[CH2:22][C:21]3[C:16](=[CH:17][CH:18]=[C:19]([O:23][CH3:24])[CH:20]=3)[C:15]2=[O:25])[CH2:10][CH2:9]1)=O)(C)(C)C.[F:26][C:27]([F:32])([F:31])[C:28]([OH:30])=[O:29]. (9) Given the product [CH3:17][S:14]([C:11]1[CH:10]=[CH:9][C:8]([C@H:6]2[O:7][C:27]([C:29]3[CH:34]=[CH:33][CH:32]=[CH:31][CH:30]=3)=[N:18][C@@H:5]2[CH2:4][OH:19])=[CH:13][CH:12]=1)(=[O:15])=[O:16], predict the reactants needed to synthesize it. The reactants are: C(O[C:4](=[O:19])[C@@H:5]([NH2:18])[C@@H:6]([C:8]1[CH:13]=[CH:12][C:11]([S:14]([CH3:17])(=[O:16])=[O:15])=[CH:10][CH:9]=1)[OH:7])C.[BH4-].[K+].Cl.[OH-].[Na+].N[C@H](CO)[C@@H:27]([C:29]1[CH:34]=[CH:33][C:32](S(C)(=O)=O)=[CH:31][CH:30]=1)O. (10) The reactants are: [Cl:1][C:2]1[CH:3]=[C:4]2[C:8](=[CH:9][CH:10]=1)[NH:7][CH:6]=[CH:5]2.P(Cl)(Cl)(Cl)=O.CN([CH:19]=[O:20])C. Given the product [Cl:1][C:2]1[CH:3]=[C:4]2[C:8](=[CH:9][CH:10]=1)[NH:7][CH:6]=[C:5]2[CH:19]=[O:20], predict the reactants needed to synthesize it.